Dataset: Reaction yield outcomes from USPTO patents with 853,638 reactions. Task: Predict the reaction yield, written as a fraction of the theoretical maximum amount of product (1.0 means a 100% yield; for example, 0.34 means a 34% yield). (1) The reactants are [CH2:1]([N:8]1[CH2:13][CH2:12][CH:11]([NH:14][C:15]2[CH:23]=[C:22]3[C:18]([CH2:19][CH2:20][N:21]3[C:24](=[O:26])[CH3:25])=[CH:17][CH:16]=2)[CH2:10][CH2:9]1)[C:2]1[CH:7]=[CH:6][CH:5]=[CH:4][CH:3]=1.[CH2:27]([O:29][P:30]([CH2:35][C:36](OC)=[O:37])([O:32][CH2:33][CH3:34])=[O:31])[CH3:28]. The catalyst is CN(C1C=CN=CC=1)C. The product is [CH2:33]([O:32][P:30]([CH2:35][C:36](=[O:37])[N:14]([C:15]1[CH:23]=[C:22]2[C:18]([CH2:19][CH2:20][N:21]2[C:24](=[O:26])[CH3:25])=[CH:17][CH:16]=1)[CH:11]1[CH2:12][CH2:13][N:8]([CH2:1][C:2]2[CH:3]=[CH:4][CH:5]=[CH:6][CH:7]=2)[CH2:9][CH2:10]1)(=[O:31])[O:29][CH2:27][CH3:28])[CH3:34]. The yield is 0.650. (2) The reactants are N(C(OCC)=O)=NC(OCC)=O.[C:13]([C:17]1[CH:18]=[CH:19][C:20]([OH:39])=[C:21]([NH:23][C:24](=O)[CH2:25][CH2:26][N:27]2[C:35](=[O:36])[C:34]3[C:29](=[CH:30][CH:31]=[CH:32][CH:33]=3)[C:28]2=[O:37])[CH:22]=1)([CH3:16])([CH3:15])[CH3:14].C1(P(C2C=CC=CC=2)C2C=CC=CC=2)C=CC=CC=1. The catalyst is O1CCCC1.C(OCC)(=O)C. The product is [C:13]([C:17]1[CH:18]=[CH:19][C:20]2[O:39][C:24]([CH2:25][CH2:26][N:27]3[C:35](=[O:36])[C:34]4[C:29](=[CH:30][CH:31]=[CH:32][CH:33]=4)[C:28]3=[O:37])=[N:23][C:21]=2[CH:22]=1)([CH3:15])([CH3:14])[CH3:16]. The yield is 0.710. (3) The reactants are COC(C1N(CC=O)C=C(C(=O)NCC2C=CC(F)=CC=2)C(=O)C=1OCC1C=CC=CC=1)=O.Cl.Cl.N[C@@H](C)CCNCCOC.[F:46][C:47]1[CH:52]=[CH:51][C:50]([CH2:53][NH:54][C:55]([C:57]2[C:58](=[O:85])[C:59]([O:77]CC3C=CC=CC=3)=[C:60]3[C:74](=[O:75])[N:64]4[C@@H:65]([CH3:73])[CH2:66][CH2:67][N:68]([CH2:69][CH2:70][O:71][CH3:72])[C@@H:63]4[CH2:62][N:61]3[CH:76]=2)=[O:56])=[CH:49][CH:48]=1. The catalyst is CO.ClCCl. The product is [F:46][C:47]1[CH:52]=[CH:51][C:50]([CH2:53][NH:54][C:55]([C:57]2[C:58](=[O:85])[C:59]([OH:77])=[C:60]3[C:74](=[O:75])[N:64]4[C@@H:65]([CH3:73])[CH2:66][CH2:67][N:68]([CH2:69][CH2:70][O:71][CH3:72])[C@@H:63]4[CH2:62][N:61]3[CH:76]=2)=[O:56])=[CH:49][CH:48]=1. The yield is 0.600. (4) The reactants are [F:1][C:2]1[CH:3]=[C:4]2[C:9](=[CH:10][CH:11]=1)[N:8]=[C:7]([NH:12][C:13](=[O:17])OCC)[C:6]([O:18][CH3:19])=[N:5]2.[Cl:20][C:21]1[CH:22]=[C:23]([N:27]2[CH2:32][CH2:31][NH:30][CH2:29][CH2:28]2)[CH:24]=[CH:25][CH:26]=1. No catalyst specified. The product is [F:1][C:2]1[CH:3]=[C:4]2[C:9](=[CH:10][CH:11]=1)[N:8]=[C:7]([NH:12][C:13]([N:30]1[CH2:29][CH2:28][N:27]([C:23]3[CH:24]=[CH:25][CH:26]=[C:21]([Cl:20])[CH:22]=3)[CH2:32][CH2:31]1)=[O:17])[C:6]([O:18][CH3:19])=[N:5]2. The yield is 0.820. (5) The reactants are [CH2:1]([Mg]Br)[CH3:2].[Cl:5][C:6]1[CH:7]=[CH:8][C:9]([C:27](OC)=[O:28])=[C:10]2[C:14]=1[N:13]=[C:12]1[N:15]([C:19]3[CH:24]=[CH:23][C:22]([Cl:25])=[CH:21][C:20]=3[Cl:26])[CH2:16][CH2:17][CH2:18][N:11]21.O1CC[CH2:33][CH2:32]1. The yield is 0.490. The product is [Cl:5][C:6]1[C:14]2[N:13]=[C:12]3[N:15]([C:19]4[CH:24]=[CH:23][C:22]([Cl:25])=[CH:21][C:20]=4[Cl:26])[CH2:16][CH2:17][CH2:18][N:11]3[C:10]=2[C:9]([C:27]([OH:28])([CH2:1][CH3:2])[CH2:32][CH3:33])=[CH:8][CH:7]=1. No catalyst specified.